Dataset: Catalyst prediction with 721,799 reactions and 888 catalyst types from USPTO. Task: Predict which catalyst facilitates the given reaction. (1) Reactant: [CH3:1][C:2]1[N:7]=[C:6]([NH:8][CH3:9])[N:5]=[C:4]([NH:10][CH:11]2[CH2:16][CH2:15][CH2:14][CH:13]([C:17]([OH:19])=O)[CH2:12]2)[N:3]=1.[F:20][C:21]1[CH:26]=[CH:25][C:24]([CH2:27][NH2:28])=[C:23]([C:29]([F:32])([F:31])[F:30])[CH:22]=1.C(N(C(C)C)CC)(C)C.F[P-](F)(F)(F)(F)F.N1(O[P+](N(C)C)(N(C)C)N(C)C)C2C=CC=CC=2N=N1. Product: [F:20][C:21]1[CH:26]=[CH:25][C:24]([CH2:27][NH:28][C:17]([C@H:13]2[CH2:14][CH2:15][CH2:16][C@@H:11]([NH:10][C:4]3[N:3]=[C:2]([CH3:1])[N:7]=[C:6]([NH:8][CH3:9])[N:5]=3)[CH2:12]2)=[O:19])=[C:23]([C:29]([F:30])([F:31])[F:32])[CH:22]=1. The catalyst class is: 9. (2) Reactant: CC1(C)[O:6][C@@H:5]([CH2:7][O:8][NH:9][C:10]([C:12]2[C:13]([NH:21][C:22]3[CH:27]=[CH:26][C:25]([I:28])=[CH:24][C:23]=3[F:29])=[C:14]3[C:18](=[CH:19][CH:20]=2)[NH:17][N:16]=[CH:15]3)=[O:11])[CH2:4][O:3]1.Cl.O1CCOCC1. Product: [OH:6][C@H:5]([CH2:4][OH:3])[CH2:7][O:8][NH:9][C:10]([C:12]1[C:13]([NH:21][C:22]2[CH:27]=[CH:26][C:25]([I:28])=[CH:24][C:23]=2[F:29])=[C:14]2[C:18](=[CH:19][CH:20]=1)[NH:17][N:16]=[CH:15]2)=[O:11]. The catalyst class is: 5. (3) Reactant: Cl[CH2:2][CH2:3][O:4][C:5]1[C:17]2[C:16]3[C:11]4=[C:12]([O:18][CH2:19][CH:20]([C:21]5[CH:26]=[CH:25][CH:24]=[CH:23][CH:22]=5)[N:10]4[C:9]=2[CH:8]=[CH:7][CH:6]=1)[CH:13]=[CH:14][CH:15]=3.[NH:27]1[CH2:32][CH2:31][O:30][CH2:29][CH2:28]1.[I-].[Na+].C(=O)([O-])[O-].[K+].[K+]. Product: [C:21]1([CH:20]2[N:10]3[C:11]4[C:16]([C:17]5[C:5]([O:4][CH2:3][CH2:2][N:27]6[CH2:32][CH2:31][O:30][CH2:29][CH2:28]6)=[CH:6][CH:7]=[CH:8][C:9]=53)=[CH:15][CH:14]=[CH:13][C:12]=4[O:18][CH2:19]2)[CH:26]=[CH:25][CH:24]=[CH:23][CH:22]=1. The catalyst class is: 3. (4) Reactant: [NH:1]([CH2:8][C:9]([NH:11][C:12]1[CH:17]=[CH:16][C:15]([C:18]2[CH:23]=[CH:22][N:21]=[CH:20][CH:19]=2)=[CH:14][CH:13]=1)=[O:10])[C:2]1[CH:7]=[CH:6][CH:5]=[CH:4][CH:3]=1.[ClH:24]. Product: [ClH:24].[NH:1]([CH2:8][C:9]([NH:11][C:12]1[CH:17]=[CH:16][C:15]([C:18]2[CH:19]=[CH:20][N:21]=[CH:22][CH:23]=2)=[CH:14][CH:13]=1)=[O:10])[C:2]1[CH:7]=[CH:6][CH:5]=[CH:4][CH:3]=1. The catalyst class is: 7. (5) Reactant: [CH3:1][C:2]1[C:11]2[C:6](=[CH:7][C:8]([C:12]#[N:13])=[CH:9][CH:10]=2)[O:5][C:4](=[O:14])[CH:3]=1.[Li+].C[Si]([N-][Si](C)(C)C)(C)C.[F:25][C:26]1[CH:31]=[C:30]([F:32])[CH:29]=[CH:28][C:27]=1[N:33]=[C:34]=[O:35]. Product: [C:12]([C:8]1[CH:7]=[C:6]2[C:11]([C:2]([CH2:1][C:34]([NH:33][C:27]3[CH:28]=[CH:29][C:30]([F:32])=[CH:31][C:26]=3[F:25])=[O:35])=[CH:3][C:4](=[O:14])[O:5]2)=[CH:10][CH:9]=1)#[N:13]. The catalyst class is: 1. (6) Reactant: I[C:2]1[C:10]2[C:5](=[N:6][CH:7]=[C:8]([C:11]3[CH:12]=[C:13]([NH:17][C:18](=[O:24])[O:19][C:20]([CH3:23])([CH3:22])[CH3:21])[CH:14]=[CH:15][CH:16]=3)[CH:9]=2)[N:4]([S:25]([C:28]2[CH:34]=[CH:33][C:31]([CH3:32])=[CH:30][CH:29]=2)(=[O:27])=[O:26])[CH:3]=1.[CH3:35][O:36][C:37]1[CH:42]=[C:41](B(O)O)[CH:40]=[CH:39][N:38]=1.C(=O)([O-])[O-].[K+].[K+]. Product: [CH3:35][O:36][C:37]1[CH:42]=[C:41]([C:2]2[C:10]3[C:5](=[N:6][CH:7]=[C:8]([C:11]4[CH:12]=[C:13]([NH:17][C:18](=[O:24])[O:19][C:20]([CH3:23])([CH3:22])[CH3:21])[CH:14]=[CH:15][CH:16]=4)[CH:9]=3)[N:4]([S:25]([C:28]3[CH:34]=[CH:33][C:31]([CH3:32])=[CH:30][CH:29]=3)(=[O:27])=[O:26])[CH:3]=2)[CH:40]=[CH:39][N:38]=1. The catalyst class is: 117. (7) Reactant: [NH2:1][CH2:2][CH2:3][CH2:4][CH2:5][NH:6][S:7]([C:10]1[CH:15]=[CH:14][C:13]([C:16]2[CH:21]=[CH:20][CH:19]=[CH:18][CH:17]=2)=[CH:12][CH:11]=1)(=[O:9])=[O:8].[C:22](OC(=O)C)(=[O:24])[CH3:23]. Product: [C:13]1([C:16]2[CH:21]=[CH:20][CH:19]=[CH:18][CH:17]=2)[CH:14]=[CH:15][C:10]([S:7]([NH:6][CH2:5][CH2:4][CH2:3][CH2:2][NH:1][C:22](=[O:24])[CH3:23])(=[O:9])=[O:8])=[CH:11][CH:12]=1. The catalyst class is: 529.